Dataset: Reaction yield outcomes from USPTO patents with 853,638 reactions. Task: Predict the reaction yield, written as a fraction of the theoretical maximum amount of product (1.0 means a 100% yield; for example, 0.34 means a 34% yield). (1) The yield is 0.600. The product is [F:1][C:2]1[CH:7]=[CH:6][C:5]([C:28]2[CH:27]=[N:26][N:25]([CH3:24])[CH:29]=2)=[CH:4][C:3]=1[N:9]1[CH:14]=[C:13]([O:15][CH3:16])[C:12](=[O:17])[C:11]([C:18]([N:20]([O:22][CH3:23])[CH3:21])=[O:19])=[N:10]1. The catalyst is COCCOC.O.[Cl-].[Na+].O.C([O-])(O)=O.[Na+].C1C=CC([P]([Pd]([P](C2C=CC=CC=2)(C2C=CC=CC=2)C2C=CC=CC=2)([P](C2C=CC=CC=2)(C2C=CC=CC=2)C2C=CC=CC=2)[P](C2C=CC=CC=2)(C2C=CC=CC=2)C2C=CC=CC=2)(C2C=CC=CC=2)C2C=CC=CC=2)=CC=1. The reactants are [F:1][C:2]1[CH:7]=[CH:6][C:5](I)=[CH:4][C:3]=1[N:9]1[CH:14]=[C:13]([O:15][CH3:16])[C:12](=[O:17])[C:11]([C:18]([N:20]([O:22][CH3:23])[CH3:21])=[O:19])=[N:10]1.[CH3:24][N:25]1[CH:29]=[C:28](B2OC(C)(C)C(C)(C)O2)[CH:27]=[N:26]1.C([O-])([O-])=O.[Na+].[Na+]. (2) The reactants are [N:1]1([CH2:6][CH2:7][CH2:8][CH2:9][C:10]2[CH:15]=[CH:14][C:13]([OH:16])=[CH:12][CH:11]=2)[CH:5]=[CH:4][N:3]=[N:2]1.Cl[CH2:18][C:19]1[N:20]=[C:21](/[CH:24]=[CH:25]/[C:26]2[CH:31]=[CH:30][C:29]([C:32]([F:35])([F:34])[F:33])=[CH:28][CH:27]=2)[O:22][CH:23]=1.C(=O)([O-])[O-].[K+].[K+].O. The catalyst is CN(C)C=O.CO. The product is [F:35][C:32]([F:33])([F:34])[C:29]1[CH:30]=[CH:31][C:26](/[CH:25]=[CH:24]/[C:21]2[O:22][CH:23]=[C:19]([CH2:18][O:16][C:13]3[CH:12]=[CH:11][C:10]([CH2:9][CH2:8][CH2:7][CH2:6][N:1]4[CH:5]=[CH:4][N:3]=[N:2]4)=[CH:15][CH:14]=3)[N:20]=2)=[CH:27][CH:28]=1. The yield is 0.930. (3) The reactants are O.[O:2]=[CH:3][C@@H:4]([C@H:6]([C@@H:8]([C@@H:10]([CH2:12][OH:13])[OH:11])[OH:9])[OH:7])[OH:5].[C:14]([OH:26])(=[O:25])[CH2:15][C:16]([CH2:21][C:22]([OH:24])=[O:23])([C:18]([OH:20])=[O:19])[OH:17].[NH3:27].[SiH4].C([O-])(=O)CC(CC([O-])=O)(C([O-])=O)O.[NH4+].[NH4+].[NH4+]. The catalyst is O. The product is [C:14]([O-:26])(=[O:25])[CH2:15][C:16]([CH2:21][C:22]([O-:24])=[O:23])([C:18]([O-:20])=[O:19])[OH:17].[NH4+:27].[NH4+:27].[NH4+:27].[O:2]=[CH:3][C@@H:4]([C@H:6]([C@@H:8]([C@@H:10]([CH2:12][OH:13])[OH:11])[OH:9])[OH:7])[OH:5]. The yield is 0.236.